This data is from Catalyst prediction with 721,799 reactions and 888 catalyst types from USPTO. The task is: Predict which catalyst facilitates the given reaction. Reactant: [Br:1][C:2]1[CH:3]=[C:4]2[C:9](=[CH:10][CH:11]=1)[N:8]=[CH:7][C:6]([C:12]#[N:13])=[C:5]2[CH3:14].CO[CH:17](OC)[N:18]([CH3:20])[CH3:19]. Product: [Br:1][C:2]1[CH:3]=[C:4]2[C:9](=[CH:10][CH:11]=1)[N:8]=[CH:7][C:6]([C:12]#[N:13])=[C:5]2/[CH:14]=[CH:17]/[N:18]([CH3:20])[CH3:19]. The catalyst class is: 3.